From a dataset of Full USPTO retrosynthesis dataset with 1.9M reactions from patents (1976-2016). Predict the reactants needed to synthesize the given product. (1) Given the product [ClH:44].[CH3:1][O:2][C:3]1[CH:4]=[CH:5][C:6]([CH2:40][CH2:41][O:42][CH3:43])=[C:7]([NH:9][C:10]2[C:11]([NH:20][S:21]([CH:24]3[CH2:29][CH2:28][NH:27][CH2:26][CH2:25]3)(=[O:23])=[O:22])=[N:12][C:13]3[C:18]([N:19]=2)=[CH:17][CH:16]=[CH:15][CH:14]=3)[CH:8]=1, predict the reactants needed to synthesize it. The reactants are: [CH3:1][O:2][C:3]1[CH:4]=[CH:5][C:6]([CH2:40][CH2:41][O:42][CH3:43])=[C:7]([NH:9][C:10]2[C:11]([NH:20][S:21]([CH:24]3[CH2:29][CH2:28][N:27](C(OCC4C=CC=CC=4)=O)[CH2:26][CH2:25]3)(=[O:23])=[O:22])=[N:12][C:13]3[C:18]([N:19]=2)=[CH:17][CH:16]=[CH:15][CH:14]=3)[CH:8]=1.[Cl:44]CCCl. (2) Given the product [OH:2][CH2:1][C:3]1[CH:28]=[CH:27][C:6]([C:7]([NH:9][C:10]2[S:11][C:12]3[C:18]([C:19]4[CH:24]=[CH:23][CH:22]=[CH:21][CH:20]=4)=[CH:17][CH:16]=[C:15]([O:25][CH3:26])[C:13]=3[N:14]=2)=[O:8])=[CH:5][CH:4]=1, predict the reactants needed to synthesize it. The reactants are: [CH:1]([C:3]1[CH:28]=[CH:27][C:6]([C:7]([NH:9][C:10]2[S:11][C:12]3[C:18]([C:19]4[CH:24]=[CH:23][CH:22]=[CH:21][CH:20]=4)=[CH:17][CH:16]=[C:15]([O:25][CH3:26])[C:13]=3[N:14]=2)=[O:8])=[CH:5][CH:4]=1)=[O:2].[BH4-].[Na+].O.Cl. (3) Given the product [CH2:1]([O:8][C:9]1[C:10]([C:25]2[CH:26]=[CH:27][C:28]3[O:33][CH2:32][CH2:31][CH2:30][C:29]=3[CH:34]=2)=[C:11]([CH:19]([OH:24])[C:20]([O:22][CH3:23])=[O:21])[C:12]([C:15]([F:17])([F:18])[F:16])=[CH:13][CH:14]=1)[C:2]1[CH:7]=[CH:6][CH:5]=[CH:4][CH:3]=1, predict the reactants needed to synthesize it. The reactants are: [CH2:1]([O:8][C:9]1[C:10]([C:25]2[CH:26]=[CH:27][C:28]3[O:33][CH2:32][CH2:31][CH2:30][C:29]=3[CH:34]=2)=[C:11]([C:19](=[O:24])[C:20]([O:22][CH3:23])=[O:21])[C:12]([C:15]([F:18])([F:17])[F:16])=[CH:13][CH:14]=1)[C:2]1[CH:7]=[CH:6][CH:5]=[CH:4][CH:3]=1.[BH4-].[Na+].C(O)(=O)C.